Dataset: HIV replication inhibition screening data with 41,000+ compounds from the AIDS Antiviral Screen. Task: Binary Classification. Given a drug SMILES string, predict its activity (active/inactive) in a high-throughput screening assay against a specified biological target. The molecule is [Cl-].c1ccc([P+](Cc2ccc(C[P+](c3ccccc3)(c3ccccc3)c3ccccc3)s2)(c2ccccc2)c2ccccc2)cc1. The result is 1 (active).